This data is from Full USPTO retrosynthesis dataset with 1.9M reactions from patents (1976-2016). The task is: Predict the reactants needed to synthesize the given product. (1) Given the product [CH2:33]([O:35][CH:36]([O:52][CH2:53][CH3:54])[CH2:37][CH:38]([C:41]1[CH:46]=[CH:45][CH:44]=[CH:43][C:42]=1[O:47][C:48]([F:51])([F:50])[F:49])[CH:39]=[O:1])[CH3:34], predict the reactants needed to synthesize it. The reactants are: [O:1]1C2C=CC=C(N3CCN(CCC(C=O)C4C=CC=CC=4OC(F)(F)F)CC3)C=2OCC1.[CH2:33]([O:35][CH:36]([O:52][CH2:53][CH3:54])[CH2:37][CH:38]([C:41]1[CH:46]=[CH:45][CH:44]=[CH:43][C:42]=1[O:47][C:48]([F:51])([F:50])[F:49])[C:39]#N)[CH3:34]. (2) Given the product [Cl:1][C:2]1[CH:28]=[CH:27][C:26]([Cl:29])=[CH:25][C:3]=1[C:4]1[N:38]([C:35]2[CH:36]=[CH:37][C:32]([O:31][CH3:30])=[CH:33][CH:34]=2)[C:8]([C:9]2[CH:14]=[CH:13][C:12]([O:15][CH2:16][CH2:17][CH2:18][CH2:19][CH2:20][CH2:21][CH2:22][CH3:23])=[CH:11][CH:10]=2)=[N:7][N:6]=1, predict the reactants needed to synthesize it. The reactants are: [Cl:1][C:2]1[CH:28]=[CH:27][C:26]([Cl:29])=[CH:25][C:3]=1[C:4]([NH:6][NH:7][C:8](=O)[C:9]1[CH:14]=[CH:13][C:12]([O:15][CH2:16][CH2:17][CH2:18][CH2:19][CH2:20][CH2:21][CH2:22][CH3:23])=[CH:11][CH:10]=1)=O.[CH3:30][O:31][C:32]1[CH:37]=[CH:36][C:35]([NH2:38])=[CH:34][CH:33]=1.P(Cl)(Cl)Cl. (3) Given the product [CH:17]([C:20]1[CH:25]=[CH:24][C:23]([S:26]([NH:1][C:2]2[CH:3]=[C:4]3[C:8](=[CH:9][CH:10]=2)[CH2:7][CH:6]([CH2:11][NH:12][C:13](=[O:16])[CH2:14][CH3:15])[CH2:5]3)(=[O:28])=[O:27])=[CH:22][CH:21]=1)([CH3:19])[CH3:18], predict the reactants needed to synthesize it. The reactants are: [NH2:1][C:2]1[CH:3]=[C:4]2[C:8](=[CH:9][CH:10]=1)[CH2:7][CH:6]([CH2:11][NH:12][C:13](=[O:16])[CH2:14][CH3:15])[CH2:5]2.[CH:17]([C:20]1[CH:25]=[CH:24][C:23]([S:26](Cl)(=[O:28])=[O:27])=[CH:22][CH:21]=1)([CH3:19])[CH3:18]. (4) The reactants are: [OH:1][CH2:2][CH2:3][C:4]1[CH:5]=[N:6][N:7]([C:9]2[CH:14]=[C:13]([C:15]#[N:16])[CH:12]=[CH:11][N:10]=2)[CH:8]=1.CCN(CC)CC.[CH3:24][S:25](Cl)(=[O:27])=[O:26].O. Given the product [CH3:24][S:25]([O:1][CH2:2][CH2:3][C:4]1[CH:5]=[N:6][N:7]([C:9]2[CH:14]=[C:13]([C:15]#[N:16])[CH:12]=[CH:11][N:10]=2)[CH:8]=1)(=[O:27])=[O:26], predict the reactants needed to synthesize it.